Task: Regression. Given two drug SMILES strings and cell line genomic features, predict the synergy score measuring deviation from expected non-interaction effect.. Dataset: NCI-60 drug combinations with 297,098 pairs across 59 cell lines (1) Drug 1: C#CCC(CC1=CN=C2C(=N1)C(=NC(=N2)N)N)C3=CC=C(C=C3)C(=O)NC(CCC(=O)O)C(=O)O. Drug 2: C1CNP(=O)(OC1)N(CCCl)CCCl. Cell line: SF-539. Synergy scores: CSS=-0.954, Synergy_ZIP=-0.363, Synergy_Bliss=-3.19, Synergy_Loewe=-2.06, Synergy_HSA=-4.36. (2) Drug 1: CC12CCC3C(C1CCC2=O)CC(=C)C4=CC(=O)C=CC34C. Drug 2: CN(C(=O)NC(C=O)C(C(C(CO)O)O)O)N=O. Cell line: HL-60(TB). Synergy scores: CSS=62.8, Synergy_ZIP=-1.07, Synergy_Bliss=-5.07, Synergy_Loewe=-6.17, Synergy_HSA=-5.99.